From a dataset of Full USPTO retrosynthesis dataset with 1.9M reactions from patents (1976-2016). Predict the reactants needed to synthesize the given product. (1) Given the product [Cl:3][C:4]1[CH:5]=[CH:6][C:7]([N:10]2[CH2:15][CH2:14][NH:13][CH2:12][CH2:11]2)=[CH:8][CH:9]=1, predict the reactants needed to synthesize it. The reactants are: Cl.Cl.[Cl:3][C:4]1[CH:9]=[CH:8][C:7]([N:10]2[CH2:15][CH2:14][NH:13][CH2:12][CH2:11]2)=[CH:6][CH:5]=1.[OH-].[Na+]. (2) Given the product [CH3:32][O:31][C:29](=[O:30])[CH2:28][C:27]([NH:19][C:4]1[CH:3]=[C:2]([Br:1])[C:7]([O:8][C:9]2[CH:14]=[CH:13][C:12]([NH2:15])=[CH:11][CH:10]=2)=[C:6]([Br:18])[CH:5]=1)=[O:33], predict the reactants needed to synthesize it. The reactants are: [Br:1][C:2]1[CH:3]=[C:4]([NH2:19])[CH:5]=[C:6]([Br:18])[C:7]=1[O:8][C:9]1[CH:14]=[CH:13][C:12]([N+:15]([O-])=O)=[CH:11][CH:10]=1.N1C=CC=CC=1.Cl[C:27](=[O:33])[CH2:28][C:29]([O:31][CH3:32])=[O:30]. (3) Given the product [F:30][CH:31]([F:36])[O:37][C:13]1([N:11]([CH2:10][C:8]2[CH:9]=[C:5]([C:3]([OH:2])=[O:4])[O:6][C:7]=2[CH3:29])[CH3:12])[CH:14]=[CH:15][C:16]([C:19]2[CH:20]=[CH:21][CH:22]=[CH:23][CH:24]=2)=[CH:17][CH2:18]1, predict the reactants needed to synthesize it. The reactants are: C[O:2][C:3]([C:5]1[O:6][C:7]([CH3:29])=[C:8]([CH2:10][N:11]([C:13]2[CH:18]=[CH:17][C:16]([C:19]3[CH:24]=[CH:23][C:22](OC(F)F)=[CH:21][CH:20]=3)=[CH:15][CH:14]=2)[CH3:12])[CH:9]=1)=[O:4].[F:30][C:31]([F:36])(F)C(O)=O.[O:37]1CCCC1. (4) Given the product [F:17][C:14]([F:15])([F:16])[C:13]([N:9]1[CH2:8][CH2:7][C:6]2[CH:5]=[CH:4][CH:3]=[CH:2][C:12]=2[CH2:11][CH2:10]1)=[O:18], predict the reactants needed to synthesize it. The reactants are: N[C:2]1[C:12]2[CH2:11][CH2:10][N:9]([C:13](=[O:18])[C:14]([F:17])([F:16])[F:15])[CH2:8][CH2:7][C:6]=2[CH:5]=[CH:4][C:3]=1Cl.BrCC1C=CC=C2C=1N=CC=C2.C(=O)([O-])[O-].[Cs+].[Cs+]. (5) The reactants are: [CH2:1]([C@@H:5]1[NH:10][CH2:9][C@H:8]([CH:11]=[CH2:12])[NH:7][C:6]1=[O:13])[CH:2]([CH3:4])[CH3:3].[F:14][C:15]1[CH:20]=[CH:19][C:18]([C:21]2[O:25][N:24]=[C:23]([C:26](O)=[O:27])[CH:22]=2)=[CH:17][CH:16]=1.C1C=C2N=NN(O)C2=CC=1.O.C(Cl)CCl.C(N(C(C)C)CC)(C)C. Given the product [F:14][C:15]1[CH:16]=[CH:17][C:18]([C:21]2[O:25][N:24]=[C:23]([C:26]([N:10]3[CH2:9][C@H:8]([CH:11]=[CH2:12])[NH:7][C:6](=[O:13])[C@@H:5]3[CH2:1][CH:2]([CH3:4])[CH3:3])=[O:27])[CH:22]=2)=[CH:19][CH:20]=1, predict the reactants needed to synthesize it. (6) Given the product [CH2:1]([O:8][C:9]1[CH:10]=[CH:11][C:12]([C:15]2[CH:20]=[C:19]([NH:21][C@H:22]([C:30]([O:32][CH2:33][CH3:34])=[O:31])[CH2:23][C:24]3[CH:29]=[CH:28][CH:27]=[CH:26][CH:25]=3)[CH:18]=[CH:17][N:16]=2)=[CH:13][CH:14]=1)[C:2]1[CH:7]=[CH:6][CH:5]=[CH:4][CH:3]=1, predict the reactants needed to synthesize it. The reactants are: [CH2:1]([O:8][C:9]1[CH:14]=[CH:13][C:12]([C:15]2[CH:20]=[C:19]([N:21](C(OC(C)(C)C)=O)[C@H:22]([C:30]([O:32][CH2:33][CH3:34])=[O:31])[CH2:23][C:24]3[CH:29]=[CH:28][CH:27]=[CH:26][CH:25]=3)[CH:18]=[CH:17][N:16]=2)=[CH:11][CH:10]=1)[C:2]1[CH:7]=[CH:6][CH:5]=[CH:4][CH:3]=1.Cl. (7) Given the product [C:32]([N:1]1[CH2:6][CH2:5][CH:4]([NH:7][C:8]([C:10]2[C:14]3[N:15]=[CH:16][N:17]=[C:18]([C:19]4[CH:24]=[CH:23][C:22]([O:25][CH3:26])=[CH:21][C:20]=4[O:27][CH2:28][CH2:29][O:30][CH3:31])[C:13]=3[NH:12][CH:11]=2)=[O:9])[CH2:3][CH2:2]1)(=[O:34])[CH3:33], predict the reactants needed to synthesize it. The reactants are: [NH:1]1[CH2:6][CH2:5][CH:4]([NH:7][C:8]([C:10]2[C:14]3[N:15]=[CH:16][N:17]=[C:18]([C:19]4[CH:24]=[CH:23][C:22]([O:25][CH3:26])=[CH:21][C:20]=4[O:27][CH2:28][CH2:29][O:30][CH3:31])[C:13]=3[NH:12][CH:11]=2)=[O:9])[CH2:3][CH2:2]1.[C:32](Cl)(=[O:34])[CH3:33]. (8) Given the product [OH:5][CH:6]1[CH2:11][CH2:10][CH2:9][N:8]([CH2:2][C:3]#[N:4])[CH2:7]1, predict the reactants needed to synthesize it. The reactants are: Br[CH2:2][C:3]#[N:4].[OH:5][CH:6]1[CH2:11][CH2:10][CH2:9][NH:8][CH2:7]1. (9) Given the product [N:1]1([C:6]([O:8][C:9]([CH3:12])([CH3:11])[CH3:10])=[O:7])[CH2:5][CH:4]=[CH:3][CH2:2]1, predict the reactants needed to synthesize it. The reactants are: [NH:1]1[CH2:5][CH:4]=[CH:3][CH2:2]1.[C:6](O[C:6]([O:8][C:9]([CH3:12])([CH3:11])[CH3:10])=[O:7])([O:8][C:9]([CH3:12])([CH3:11])[CH3:10])=[O:7].CCCCCC.C(OCC)(=O)C. (10) Given the product [Cl:1][C:2]1[CH:7]=[C:6]([NH:8][C:9]2[CH:10]=[CH:11][N:12]=[CH:13][N:14]=2)[C:5](=[N:44][O:43][CH3:42])[N:4]2[C:22]3([CH2:31][CH2:30][CH2:29][CH2:28][CH2:27]3)[NH:23][C:24](=[O:25])[C:3]=12, predict the reactants needed to synthesize it. The reactants are: [Cl:1][C:2]1[CH:7]=[C:6]([NH:8][C:9]2[N:14]=[CH:13][N:12]=[C:11](NC(C3CC3)=O)[CH:10]=2)[C:5](=O)[N:4]2[C:22]([C:27]3C=[CH:31][CH:30]=[C:29](F)[CH:28]=3)(C)[NH:23][C:24](=[O:25])[C:3]=12.C(N(CC)CC)C.Cl.[CH3:42][O:43][NH2:44].